Dataset: Forward reaction prediction with 1.9M reactions from USPTO patents (1976-2016). Task: Predict the product of the given reaction. Given the reactants [CH3:1][C:2]1[CH:11]=[CH:10][C:9]2[C:4](=[CH:5][CH:6]=[CH:7][CH:8]=2)[C:3]=1[C:12]1[CH:13]=[C:14]([CH:29]=[CH:30][CH:31]=1)[CH2:15][O:16][C:17]1[CH:22]=[CH:21][C:20]([CH2:23][CH2:24][C:25]([O:27]C)=[O:26])=[CH:19][CH:18]=1.[OH-].[Na+].O.C(O)(=O)CC(CC(O)=O)(C(O)=O)O, predict the reaction product. The product is: [CH3:1][C:2]1[CH:11]=[CH:10][C:9]2[C:4](=[CH:5][CH:6]=[CH:7][CH:8]=2)[C:3]=1[C:12]1[CH:13]=[C:14]([CH:29]=[CH:30][CH:31]=1)[CH2:15][O:16][C:17]1[CH:22]=[CH:21][C:20]([CH2:23][CH2:24][C:25]([OH:27])=[O:26])=[CH:19][CH:18]=1.